Dataset: Reaction yield outcomes from USPTO patents with 853,638 reactions. Task: Predict the reaction yield, written as a fraction of the theoretical maximum amount of product (1.0 means a 100% yield; for example, 0.34 means a 34% yield). (1) The reactants are [NH2:1][C:2]1[N:3]=[C:4]2[CH:9]=[CH:8][C:7]([O:10][C:11]3[CH:12]=[C:13]([NH:17][C:18](=[O:30])[C:19]4[CH:24]=[CH:23][CH:22]=[C:21]([C:25]5([C:28]#[N:29])[CH2:27][CH2:26]5)[CH:20]=4)[CH:14]=[CH:15][CH:16]=3)=[N:6][N:5]2[CH:31]=1.[Cl:32][C:33]1[CH:41]=[CH:40][C:36]([C:37](Cl)=[O:38])=[CH:35][N:34]=1.C(N(CC)CC)C. The catalyst is O1CCCC1. The product is [Cl:32][C:33]1[CH:41]=[CH:40][C:36]([C:37]([NH:1][C:2]2[N:3]=[C:4]3[CH:9]=[CH:8][C:7]([O:10][C:11]4[CH:16]=[CH:15][CH:14]=[C:13]([NH:17][C:18](=[O:30])[C:19]5[CH:24]=[CH:23][CH:22]=[C:21]([C:25]6([C:28]#[N:29])[CH2:27][CH2:26]6)[CH:20]=5)[CH:12]=4)=[N:6][N:5]3[CH:31]=2)=[O:38])=[CH:35][N:34]=1. The yield is 0.750. (2) The reactants are [OH:1][C:2]1[C:7]([CH3:8])=[CH:6][CH:5]=[CH:4][C:3]=1[C:9](=[N:11][OH:12])[CH3:10].[CH3:13][C:14](OC(C)=O)=[O:15]. No catalyst specified. The product is [C:14]([O:12][N:11]=[C:9]([C:3]1[CH:4]=[CH:5][CH:6]=[C:7]([CH3:8])[C:2]=1[OH:1])[CH3:10])(=[O:15])[CH3:13]. The yield is 0.960. (3) The reactants are [NH2:1][C:2]1[CH:7]=[CH:6][C:5]([C:8]2[CH:9]=[N:10][CH:11]=[C:12]([O:14][CH3:15])[CH:13]=2)=[CH:4][C:3]=1[OH:16].[CH3:17][C:18]1[CH:22]=[C:21]([C:23](F)(F)F)[NH:20][N:19]=1.[OH-].[Na+].O. The catalyst is CO. The product is [CH3:15][O:14][C:12]1[CH:13]=[C:8]([C:5]2[CH:6]=[CH:7][C:2]3[N:1]=[C:23]([C:21]4[NH:20][N:19]=[C:18]([CH3:17])[CH:22]=4)[O:16][C:3]=3[CH:4]=2)[CH:9]=[N:10][CH:11]=1. The yield is 0.200. (4) The reactants are [Cl:1][C:2]1[N:3]=[C:4]2[N:8]([C:9]=1[CH2:10]O)[CH:7]=[CH:6][S:5]2.BrCC1N2C(SC=C2)=NC=1Cl.[CH3:23][C:24]1[N:29]=[C:28]([SH:30])[N:27]=[C:26]([OH:31])[CH:25]=1. No catalyst specified. The product is [Cl:1][C:2]1[N:3]=[C:4]2[N:8]([C:9]=1[CH2:10][S:30][C:28]1[N:27]=[C:26]([OH:31])[CH:25]=[C:24]([CH3:23])[N:29]=1)[CH:7]=[CH:6][S:5]2. The yield is 0.220. (5) The reactants are [NH2:1][C:2]1[C:10]2[C:5](=[N:6][CH:7]=[C:8]([Cl:25])[C:9]=2[N:11]2[CH2:16][CH2:15][CH2:14][C@@H:13]([NH:17][C:18](=[O:24])[O:19][C:20]([CH3:23])([CH3:22])[CH3:21])[CH2:12]2)[NH:4][CH:3]=1.[C:26](Cl)(=[O:29])[CH2:27][CH3:28].[Li+].[OH-]. The catalyst is CN1C(=O)CCC1.C(Cl)Cl.O.N1C=CC=CC=1. The product is [Cl:25][C:8]1[C:9]([N:11]2[CH2:16][CH2:15][CH2:14][C@@H:13]([NH:17][C:18](=[O:24])[O:19][C:20]([CH3:21])([CH3:22])[CH3:23])[CH2:12]2)=[C:10]2[C:2]([NH:1][C:26](=[O:29])[CH2:27][CH3:28])=[CH:3][NH:4][C:5]2=[N:6][CH:7]=1. The yield is 0.636. (6) The reactants are [H-].[Na+].C(OP([CH2:11][C:12]1[CH:17]=[CH:16][CH:15]=[C:14]([C:18]#[N:19])[CH:13]=1)(=O)OCC)C.[CH3:20][C:21]([CH3:23])=O.O. The catalyst is O1CCCC1. The product is [CH3:20][C:21]([CH3:23])=[CH:11][C:12]1[CH:13]=[C:14]([CH:15]=[CH:16][CH:17]=1)[C:18]#[N:19]. The yield is 0.280. (7) The reactants are [N+:1]([C:4]1[CH:11]=[CH:10][C:7]([CH:8]=O)=[CH:6][CH:5]=1)([O-:3])=[O:2].[NH2:12][N:13]1[C:17]([C:18](=[O:20])[NH2:19])=[CH:16][C:15]([C:21]([O:23][CH3:24])=[O:22])=[CH:14]1. No catalyst specified. The product is [N+:1]([C:4]1[CH:11]=[CH:10][C:7]([C:8]2[NH:19][C:18](=[O:20])[C:17]3=[CH:16][C:15]([C:21]([O:23][CH3:24])=[O:22])=[CH:14][N:13]3[N:12]=2)=[CH:6][CH:5]=1)([O-:3])=[O:2]. The yield is 0.720. (8) The reactants are [C:1](=O)([O-])[O-].[Na+].[Na+].Cl[C:8]1[C:9]2[CH:19]=[CH:18][C:17](=[O:20])[N:16]([C:21]3[C:26]([F:27])=[CH:25][CH:24]=[CH:23][C:22]=3[F:28])[C:10]=2[N:11]=[C:12]([S:14][CH3:15])[N:13]=1.F[C:30]1[CH:35]=[CH:34][C:33](B(O)O)=[CH:32][CH:31]=1. The catalyst is C1C=CC([P]([Pd]([P](C2C=CC=CC=2)(C2C=CC=CC=2)C2C=CC=CC=2)([P](C2C=CC=CC=2)(C2C=CC=CC=2)C2C=CC=CC=2)[P](C2C=CC=CC=2)(C2C=CC=CC=2)C2C=CC=CC=2)(C2C=CC=CC=2)C2C=CC=CC=2)=CC=1.C1COCC1. The product is [F:28][C:22]1[CH:23]=[CH:24][CH:25]=[C:26]([F:27])[C:21]=1[N:16]1[C:10]2[N:11]=[C:12]([S:14][CH3:15])[N:13]=[C:8]([C:31]3[CH:32]=[CH:33][CH:34]=[CH:35][C:30]=3[CH3:1])[C:9]=2[CH:19]=[CH:18][C:17]1=[O:20]. The yield is 0.630. (9) The reactants are [F:1][CH2:2][C@H:3]1[O:8][CH2:7][C@@H:6]([C:9]2[CH:14]=[CH:13][CH:12]=[CH:11][CH:10]=2)[NH:5][CH2:4]1.Br[C:16]1[CH:17]=[CH:18][C:19]2[O:20][CH2:21][C:22](=[O:26])[NH:23][C:24]=2[N:25]=1. No catalyst specified. The product is [F:1][CH2:2][C@@H:3]1[CH2:4][N:5]([C:16]2[CH:17]=[CH:18][C:19]3[O:20][CH2:21][C:22](=[O:26])[NH:23][C:24]=3[N:25]=2)[C@H:6]([C:9]2[CH:10]=[CH:11][CH:12]=[CH:13][CH:14]=2)[CH2:7][O:8]1. The yield is 0.310. (10) The product is [Cl:19][C:5]1[C:6]([NH:8][C:9]2[CH:18]=[CH:17][CH:16]=[CH:15][C:10]=2[C:11]([NH:13][CH3:14])=[O:12])=[N:7][C:2]([NH:20][C:21]2[C:26]3[CH2:27][CH2:28][O:29][C:30](=[O:33])[N:31]([CH3:32])[C:25]=3[CH:24]=[CH:23][C:22]=2[O:34][CH3:35])=[N:3][CH:4]=1. No catalyst specified. The reactants are Cl[C:2]1[N:7]=[C:6]([NH:8][C:9]2[CH:18]=[CH:17][CH:16]=[CH:15][C:10]=2[C:11]([NH:13][CH3:14])=[O:12])[C:5]([Cl:19])=[CH:4][N:3]=1.[NH2:20][C:21]1[C:26]2[CH2:27][CH2:28][O:29][C:30](=[O:33])[N:31]([CH3:32])[C:25]=2[CH:24]=[CH:23][C:22]=1[O:34][CH3:35]. The yield is 0.0400.